From a dataset of Forward reaction prediction with 1.9M reactions from USPTO patents (1976-2016). Predict the product of the given reaction. (1) Given the reactants [Cl:1][C:2]1[CH:3]=[CH:4][C:5]([C:8](O)=[O:9])=[N:6][CH:7]=1.B.C1COCC1, predict the reaction product. The product is: [Cl:1][C:2]1[CH:3]=[CH:4][C:5]([CH2:8][OH:9])=[N:6][CH:7]=1. (2) Given the reactants Br[CH2:2][C:3]1[CH:4]=[CH:5][C:6]([C:11]#[N:12])=[N:7][C:8]=1[CH2:9]Br.[CH3:13][Si:14]([CH3:30])([CH3:29])[CH2:15][CH2:16][O:17][CH2:18][N:19]1[C:23]2=[N:24][CH:25]=[CH:26][CH:27]=[C:22]2[CH2:21][C:20]1=[O:28].C(=O)([O-])[O-].[Cs+].[Cs+], predict the reaction product. The product is: [O:28]=[C:20]1[N:19]([CH2:18][O:17][CH2:16][CH2:15][Si:14]([CH3:30])([CH3:29])[CH3:13])[C:23]2=[N:24][CH:25]=[CH:26][CH:27]=[C:22]2[C:21]21[CH2:9][C:8]1=[N:7][C:6]([C:11]#[N:12])=[CH:5][CH:4]=[C:3]1[CH2:2]2. (3) Given the reactants [F:1][C:2]1[CH:7]=[CH:6][C:5]([F:8])=[CH:4][C:3]=1[C:9]1[CH:14]=[C:13]([NH:15][C:16]2[CH:21]=[CH:20][N:19]=[C:18]3[CH:22]=[N:23][N:24](COCC[Si](C)(C)C)[C:17]=23)[CH:12]=[CH:11][N:10]=1.FC1C=CC(F)=CC=1C1C=C(NC2C3C(=CN(COCC[Si](C)(C)C)N=3)N=CC=2)C=CN=1.[F:65][C:66]([F:71])([F:70])[C:67]([OH:69])=[O:68], predict the reaction product. The product is: [F:1][C:2]1[CH:7]=[CH:6][C:5]([F:8])=[CH:4][C:3]=1[C:9]1[CH:14]=[C:13]([NH:15][C:16]2[CH:21]=[CH:20][N:19]=[C:18]3[CH:22]=[N:23][NH:24][C:17]=23)[CH:12]=[CH:11][N:10]=1.[C:67]([OH:69])([C:66]([F:71])([F:70])[F:65])=[O:68]. (4) Given the reactants [CH3:1][O:2][CH2:3][CH2:4][O:5][C:6]1[CH:11]=[CH:10][N:9]2[C:12]([C:15]([OH:17])=O)=[CH:13][N:14]=[C:8]2[CH:7]=1.C(Cl)(=O)C(Cl)=O.[CH3:24][O:25][C:26]1[C:34]2[C:33]([NH2:35])=[CH:32][CH:31]=[CH:30][C:29]=2[N:28]([CH2:36][C:37]2[CH:38]=[N:39][C:40]([CH3:43])=[CH:41][CH:42]=2)[N:27]=1.C(N(C(C)C)CC)(C)C, predict the reaction product. The product is: [CH3:24][O:25][C:26]1[C:34]2[C:29](=[CH:30][CH:31]=[CH:32][C:33]=2[NH:35][C:15]([C:12]2[N:9]3[CH:10]=[CH:11][C:6]([O:5][CH2:4][CH2:3][O:2][CH3:1])=[CH:7][C:8]3=[N:14][CH:13]=2)=[O:17])[N:28]([CH2:36][C:37]2[CH:38]=[N:39][C:40]([CH3:43])=[CH:41][CH:42]=2)[N:27]=1. (5) Given the reactants [CH2:1]([O:3][C:4](=[O:12])[C:5](=O)[CH:6]([Cl:10])[C:7](=O)[CH3:8])[CH3:2].[NH2:13][C:14]1[CH:18]=[CH:17][NH:16][N:15]=1.N1CCCCC1, predict the reaction product. The product is: [CH2:1]([O:3][C:4]([C:5]1[C:6]([Cl:10])=[C:7]([CH3:8])[N:15]2[N:16]=[CH:17][CH:18]=[C:14]2[N:13]=1)=[O:12])[CH3:2]. (6) The product is: [Br:14][CH2:10][C:8]1[CH:7]=[CH:6][N:5]=[C:4]([O:3][CH:2]([F:12])[F:1])[CH:9]=1. Given the reactants [F:1][CH:2]([F:12])[O:3][C:4]1[CH:9]=[C:8]([CH2:10]O)[CH:7]=[CH:6][N:5]=1.C(Br)(Br)(Br)[Br:14].C1C=CC(P(C2C=CC=CC=2)C2C=CC=CC=2)=CC=1, predict the reaction product. (7) Given the reactants C(N(CC)CC)C.[Cl:8][C:9]1[CH:14]=[CH:13][CH:12]=[C:11]([OH:15])[C:10]=1[OH:16].[F:17][C:18]([F:31])([F:30])[S:19](O[S:19]([C:18]([F:31])([F:30])[F:17])(=[O:21])=[O:20])(=[O:21])=[O:20], predict the reaction product. The product is: [F:17][C:18]([F:31])([F:30])[S:19]([O:16][C:10]1[C:11]([O:15][S:19]([C:18]([F:17])([F:30])[F:31])(=[O:20])=[O:21])=[CH:12][CH:13]=[CH:14][C:9]=1[Cl:8])(=[O:21])=[O:20]. (8) Given the reactants [CH2:1]([C@@H:3]1[CH:7]=[CH:6][C@H:5]([CH2:8][CH3:9])[N:4]1[C:10]([O:12][C:13]([CH3:16])([CH3:15])[CH3:14])=[O:11])[CH3:2].CSC.[OH-:20].[Na+].OO, predict the reaction product. The product is: [CH2:1]([C@@H:3]1[CH:7]([OH:20])[CH2:6][C@H:5]([CH2:8][CH3:9])[N:4]1[C:10]([O:12][C:13]([CH3:14])([CH3:16])[CH3:15])=[O:11])[CH3:2]. (9) Given the reactants Br[CH2:2][CH2:3][C:4]1[S:5][CH:6]=[CH:7][C:8]=1[CH2:9]Br.[CH3:11][O:12][C:13]([CH2:15][NH:16]C1C(Cl)=CC=CC=1)=[O:14].[ClH:24].C(N(C(C)C)CC)(C)C.[CH3:34][CH2:35][CH2:36][CH2:37][CH2:38][CH3:39], predict the reaction product. The product is: [Cl:24][C:36]1[CH:35]=[CH:34][CH:39]=[CH:38][C:37]=1[C@H:15]([N:16]1[CH2:2][CH2:3][C:4]2[S:5][CH:6]=[CH:7][C:8]=2[CH2:9]1)[C:13]([O:12][CH3:11])=[O:14].